Dataset: Full USPTO retrosynthesis dataset with 1.9M reactions from patents (1976-2016). Task: Predict the reactants needed to synthesize the given product. (1) Given the product [CH3:33][N:30]1[CH2:31][CH2:32][CH:27]([O:1][C:2]2[CH:3]=[C:4]([S:8]([N:11]3[C:19]4[C:14](=[CH:15][CH:16]=[CH:17][CH:18]=4)[CH:13]=[CH:12]3)(=[O:10])=[O:9])[CH:5]=[CH:6][CH:7]=2)[CH2:28][CH2:29]1, predict the reactants needed to synthesize it. The reactants are: [OH:1][C:2]1[CH:3]=[C:4]([S:8]([N:11]2[C:19]3[C:14](=[CH:15][CH:16]=[CH:17][CH:18]=3)[CH:13]=[CH:12]2)(=[O:10])=[O:9])[CH:5]=[CH:6][CH:7]=1.C(=O)([O-])[O-].[K+].[K+].Cl[CH:27]1[CH2:32][CH2:31][N:30]([CH3:33])[CH2:29][CH2:28]1. (2) Given the product [O:3]=[C:4]1[N:10]([CH:11]2[CH2:12][CH2:13][N:14]([C:17]([O:19][C@H:20]([CH2:41][C:42]3[CH:47]=[C:46]([CH3:48])[C:45]([OH:49])=[C:44]([CH3:50])[CH:43]=3)[C:21]([N:23]3[CH2:28][CH2:27][N:26]([CH:29]4[CH2:30][CH2:31][N:32]([CH2:35][C:36]([OH:38])=[O:37])[CH2:33][CH2:34]4)[CH2:25][CH2:24]3)=[O:22])=[O:18])[CH2:15][CH2:16]2)[CH2:9][CH2:8][C:7]2[CH:51]=[CH:52][CH:53]=[CH:54][C:6]=2[NH:5]1, predict the reactants needed to synthesize it. The reactants are: [Li+].[OH-].[O:3]=[C:4]1[N:10]([CH:11]2[CH2:16][CH2:15][N:14]([C:17]([O:19][C@H:20]([CH2:41][C:42]3[CH:47]=[C:46]([CH3:48])[C:45]([OH:49])=[C:44]([CH3:50])[CH:43]=3)[C:21]([N:23]3[CH2:28][CH2:27][N:26]([CH:29]4[CH2:34][CH2:33][N:32]([CH2:35][C:36]([O:38]CC)=[O:37])[CH2:31][CH2:30]4)[CH2:25][CH2:24]3)=[O:22])=[O:18])[CH2:13][CH2:12]2)[CH2:9][CH2:8][C:7]2[CH:51]=[CH:52][CH:53]=[CH:54][C:6]=2[NH:5]1. (3) Given the product [Cl:12][C:13]1[CH:14]=[C:15]([N:20]=[C:21]2[N:8]([CH2:7][CH:2]3[CH2:3][CH2:4][CH2:5][CH2:6]3)[CH2:9][CH2:10][S:22]2)[CH:16]=[CH:17][C:18]=1[Cl:19], predict the reactants needed to synthesize it. The reactants are: [Cl-].[CH:2]1([CH2:7][NH2+:8][CH2:9][CH2:10]Cl)[CH2:6][CH2:5][CH2:4][CH2:3]1.[Cl:12][C:13]1[CH:14]=[C:15]([N:20]=[C:21]=[S:22])[CH:16]=[CH:17][C:18]=1[Cl:19]. (4) Given the product [ClH:30].[ClH:30].[NH2:7][CH:8]1[CH2:13][CH2:12][CH:11]([N:14]2[C:18]3=[C:19]4[S:25][CH:24]=[CH:23][C:20]4=[N:21][CH:22]=[C:17]3[N:16]=[C:15]2[C@H:26]([OH:28])[CH3:27])[CH2:10][CH2:9]1.[ClH:30], predict the reactants needed to synthesize it. The reactants are: C(OC(=O)[NH:7][CH:8]1[CH2:13][CH2:12][CH:11]([N:14]2[C:18]3=[C:19]4[S:25][CH:24]=[CH:23][C:20]4=[N:21][CH:22]=[C:17]3[N:16]=[C:15]2[C@H:26]([OH:28])[CH3:27])[CH2:10][CH2:9]1)(C)(C)C.[ClH:30].O1CCOCC1.